This data is from Reaction yield outcomes from USPTO patents with 853,638 reactions. The task is: Predict the reaction yield, written as a fraction of the theoretical maximum amount of product (1.0 means a 100% yield; for example, 0.34 means a 34% yield). The reactants are O[CH2:2][C:3]1([CH2:7][OH:8])[CH2:6][CH2:5][CH2:4]1.C1(P(C2C=CC=CC=2)C2C=CC=CC=2)C=CC=CC=1.[CH3:28][N:29]1[CH:33]=[CH:32][N:31]=[C:30]1[SH:34]. The catalyst is ClCCl. The product is [CH3:28][N:29]1[CH:33]=[CH:32][N:31]=[C:30]1[S:34][CH2:2][C:3]1([CH2:7][OH:8])[CH2:6][CH2:5][CH2:4]1. The yield is 0.710.